This data is from Full USPTO retrosynthesis dataset with 1.9M reactions from patents (1976-2016). The task is: Predict the reactants needed to synthesize the given product. (1) Given the product [CH3:7][C:6]1[NH:15][C:13](=[O:14])[C:12]([C:10]#[N:11])=[C:4]([CH2:3][O:2][CH3:1])[CH:5]=1, predict the reactants needed to synthesize it. The reactants are: [CH3:1][O:2][CH2:3][C:4](=O)[CH2:5][C:6](=O)[CH3:7].[C:10]([CH2:12][C:13]([NH2:15])=[O:14])#[N:11].N1CCCCC1. (2) Given the product [CH2:16]([C:23]1[N:24]=[C:25]([O:8][S:1]([C:4]([F:7])([F:6])[F:5])(=[O:3])=[O:2])[C:26]2[CH2:32][CH2:31][N:30]([C:33]([O:35][C:36]([CH3:38])([CH3:37])[CH3:39])=[O:34])[CH2:29][CH2:28][C:27]=2[N:40]=1)[C:17]1[CH:18]=[CH:19][CH:20]=[CH:21][CH:22]=1, predict the reactants needed to synthesize it. The reactants are: [S:1]([O:8]S(C(F)(F)F)(=O)=O)([C:4]([F:7])([F:6])[F:5])(=[O:3])=[O:2].[CH2:16]([C:23]1[NH:24][C:25](=O)[C:26]2[CH2:32][CH2:31][N:30]([C:33]([O:35][C:36]([CH3:39])([CH3:38])[CH3:37])=[O:34])[CH2:29][CH2:28][C:27]=2[N:40]=1)[C:17]1[CH:22]=[CH:21][CH:20]=[CH:19][CH:18]=1.N1C=CC=CC=1. (3) Given the product [CH2:20]([O:21][CH2:22][CH:23]([CH2:29][CH2:30][CH3:31])[CH2:24][CH2:25][CH2:26][CH2:27][CH3:28])[CH:19]1[O:32][CH2:18]1, predict the reactants needed to synthesize it. The reactants are: C(C1OC1)Cl.C(C(CCCCC)CO)CC.Cl[CH2:18][CH:19]([OH:32])[CH2:20][O:21][CH2:22][CH:23]([CH2:29][CH2:30][CH3:31])[CH2:24][CH2:25][CH2:26][CH2:27][CH3:28].CC(C)([O-])C.[K+].